This data is from Forward reaction prediction with 1.9M reactions from USPTO patents (1976-2016). The task is: Predict the product of the given reaction. (1) Given the reactants [CH2:1]([O:8][C:9]1[C:14](=[O:15])[CH:13]=[C:12]([CH2:16][O:17][CH2:18][O:19][CH3:20])[O:11][C:10]=1[C:21]([OH:23])=O)[C:2]1[CH:7]=[CH:6][CH:5]=[CH:4][CH:3]=1.[C:24]([O:28][C:29](=[O:43])[NH:30][CH2:31][CH2:32][NH:33][CH2:34][C:35]1[CH:40]=[CH:39][C:38]([Cl:41])=[C:37]([Cl:42])[CH:36]=1)([CH3:27])([CH3:26])[CH3:25].C(N=C=NCCCN(C)C)C.ON1C2C=CC=CC=2N=N1.C(=O)([O-])O.[Na+], predict the reaction product. The product is: [CH2:1]([O:8][C:9]1[C:14](=[O:15])[CH:13]=[C:12]([CH2:16][O:17][CH2:18][O:19][CH3:20])[O:11][C:10]=1[C:21]([N:33]([CH2:32][CH2:31][NH:30][C:29](=[O:43])[O:28][C:24]([CH3:26])([CH3:25])[CH3:27])[CH2:34][C:35]1[CH:40]=[CH:39][C:38]([Cl:41])=[C:37]([Cl:42])[CH:36]=1)=[O:23])[C:2]1[CH:3]=[CH:4][CH:5]=[CH:6][CH:7]=1. (2) Given the reactants [P:1](Cl)(Cl)(Cl)=[O:2].[F:6][C:7]1[CH:32]=[CH:31][C:10]([CH2:11][N:12]2[CH2:16][CH2:15][C@@H:14]([N:17]3[CH2:22][CH2:21][CH:20]([C:23]4[CH:28]=[CH:27][C:26]([OH:29])=[CH:25][CH:24]=4)[CH2:19][CH2:18]3)[C:13]2=[O:30])=[CH:9][CH:8]=1.C(N(CC)CC)C.[OH-:40].[Na+].C[O-:43].[Na+], predict the reaction product. The product is: [P:1]([OH:2])([OH:43])([O:29][C:26]1[CH:27]=[CH:28][C:23]([CH:20]2[CH2:21][CH2:22][N:17]([C@@H:14]3[CH2:15][CH2:16][N:12]([CH2:11][C:10]4[CH:9]=[CH:8][C:7]([F:6])=[CH:32][CH:31]=4)[C:13]3=[O:30])[CH2:18][CH2:19]2)=[CH:24][CH:25]=1)=[O:40].